Task: Predict which catalyst facilitates the given reaction.. Dataset: Catalyst prediction with 721,799 reactions and 888 catalyst types from USPTO Reactant: [CH3:1][C:2]1[CH:6]=[C:5]([C:7]([N:9]2[CH2:14][CH2:13][N:12]([CH3:15])[CH2:11][CH2:10]2)=[O:8])[S:4][C:3]=1[C:16]1[CH:17]=[C:18]2[C:23](=[C:24]([O:26]COCC[Si](C)(C)C)[CH:25]=1)[N:22]=[CH:21][N:20](COCC[Si](C)(C)C)[C:19]2=[O:43].O.C(=O)([O-])O.[Na+]. Product: [OH:26][C:24]1[CH:25]=[C:16]([C:3]2[S:4][C:5]([C:7]([N:9]3[CH2:14][CH2:13][N:12]([CH3:15])[CH2:11][CH2:10]3)=[O:8])=[CH:6][C:2]=2[CH3:1])[CH:17]=[C:18]2[C:23]=1[N:22]=[CH:21][NH:20][C:19]2=[O:43]. The catalyst class is: 106.